This data is from Catalyst prediction with 721,799 reactions and 888 catalyst types from USPTO. The task is: Predict which catalyst facilitates the given reaction. Reactant: [NH2:1][C:2]1[C:10]([NH2:11])=[CH:9][C:8]([C:12]2[C:13]([CH3:18])=[N:14][O:15][C:16]=2[CH3:17])=[CH:7][C:3]=1[C:4]([OH:6])=O.CN([C:22]([O:26][N:27]1N=NC2C=CC=N[C:28]1=2)=[N+](C)C)C.F[P-](F)(F)(F)(F)F.CCN(C(C)C)C(C)C.Cl.CNOC. Product: [NH2:1][C:2]1[C:10]([NH2:11])=[CH:9][C:8]([C:12]2[C:13]([CH3:18])=[N:14][O:15][C:16]=2[CH3:17])=[CH:7][C:3]=1[C:4]([N:27]([O:26][CH3:22])[CH3:28])=[O:6]. The catalyst class is: 3.